This data is from Catalyst prediction with 721,799 reactions and 888 catalyst types from USPTO. The task is: Predict which catalyst facilitates the given reaction. (1) Reactant: Cl[C:2]1[CH:7]=[CH:6][C:5]([N+:8]([O-:10])=[O:9])=[CH:4][N:3]=1.C(=O)([O-])[O-].[K+].[K+].[CH3:17][CH:18]1[C:22]2[C:23]([OH:27])=[CH:24][CH:25]=[CH:26][C:21]=2[CH2:20][O:19]1. Product: [CH3:17][CH:18]1[C:22]2[C:23]([O:27][C:2]3[CH:7]=[CH:6][C:5]([N+:8]([O-:10])=[O:9])=[CH:4][N:3]=3)=[CH:24][CH:25]=[CH:26][C:21]=2[CH2:20][O:19]1. The catalyst class is: 9. (2) Reactant: [C:1]([S:5][C:6]1[CH:11]=[CH:10][C:9](B2OC(C)(C)C(C)(C)O2)=[CH:8][CH:7]=1)([CH3:4])([CH3:3])[CH3:2].[Br:21][C:22]1[CH:27]=[C:26]([O:28][CH3:29])[C:25](Br)=[CH:24][C:23]=1[O:31][CH3:32].C(=O)([O-])[O-].[Na+].[Na+]. Product: [C:1]([S:5][C:6]1[CH:7]=[CH:8][C:9]([C:25]2[CH:24]=[C:23]([O:31][CH3:32])[C:22]([Br:21])=[CH:27][C:26]=2[O:28][CH3:29])=[CH:10][CH:11]=1)([CH3:2])([CH3:3])[CH3:4]. The catalyst class is: 206. (3) Product: [NH2:1][C:2]1[CH:3]=[CH:4][C:5]([N:12]2[CH2:17][CH2:16][O:15][CH2:14][CH2:13]2)=[C:6]([CH2:7][OH:8])[CH:11]=1. The catalyst class is: 7. Reactant: [NH2:1][C:2]1[CH:3]=[CH:4][C:5]([N:12]2[CH2:17][CH2:16][O:15][CH2:14][CH2:13]2)=[C:6]([CH:11]=1)[C:7](OC)=[O:8].[H-].[Al+3].[Li+].[H-].[H-].[H-].O.[OH-].[Na+]. (4) Reactant: [CH3:1][O:2][C:3]([C:5]1[C:10]([NH2:11])=[N:9][C:8]([CH:12]=[CH:13][O:14][CH3:15])=[CH:7][N:6]=1)=[O:4]. Product: [CH3:1][O:2][C:3]([C:5]1[C:10]([NH2:11])=[N:9][C:8]([CH2:12][CH2:13][O:14][CH3:15])=[CH:7][N:6]=1)=[O:4]. The catalyst class is: 50. (5) Reactant: [Cl:1][C:2]1[CH:7]=[C:6](B(O)O)[C:5]([Cl:11])=[CH:4][N:3]=1.Br[C:13]1[C:18]([CH3:19])=[CH:17][C:16]([CH3:20])=[CH:15][N:14]=1. Product: [Cl:1][C:2]1[CH:7]=[C:6]([C:13]2[C:18]([CH3:19])=[CH:17][C:16]([CH3:20])=[CH:15][N:14]=2)[C:5]([Cl:11])=[CH:4][N:3]=1. The catalyst class is: 117. (6) Reactant: Br[C:2]1[S:3][CH:4]=[CH:5][C:6]=1[CH2:7][CH3:8].C([Li])CCC.CN([CH:17]=[O:18])C.Cl. Product: [CH2:7]([C:6]1[CH:5]=[CH:4][S:3][C:2]=1[CH:17]=[O:18])[CH3:8]. The catalyst class is: 20. (7) Product: [OH:16][C@@H:14]1[CH2:13][C@H:12]([CH2:10][N:9]([CH2:17][CH3:18])[CH2:7][CH3:8])[CH2:15]1. Reactant: [H-].[Al+3].[Li+].[H-].[H-].[H-].[CH2:7]([N:9]([CH2:17][CH3:18])[C:10]([C@H:12]1[CH2:15][C@@H:14]([OH:16])[CH2:13]1)=O)[CH3:8].O.[OH-].[Na+]. The catalyst class is: 7.